From a dataset of Catalyst prediction with 721,799 reactions and 888 catalyst types from USPTO. Predict which catalyst facilitates the given reaction. Reactant: Cl[CH2:2][N:3]1[CH2:7][CH:6]([CH:8]=[C:9]([F:11])[F:10])[CH2:5][C:4]1=[O:12].[Al+3].[Cl-].[Cl-].[Cl-].[Cl:17][C:18]1[CH:23]=[CH:22][N:21]2[N:24]=[C:25]([CH:27]3[CH2:29][CH2:28]3)[CH:26]=[C:20]2[N:19]=1. Product: [Cl:17][C:18]1[CH:23]=[CH:22][N:21]2[N:24]=[C:25]([CH:27]3[CH2:29][CH2:28]3)[C:26]([CH2:2][N:3]3[CH2:7][CH:6]([CH:8]=[C:9]([F:11])[F:10])[CH2:5][C:4]3=[O:12])=[C:20]2[N:19]=1. The catalyst class is: 12.